This data is from Catalyst prediction with 721,799 reactions and 888 catalyst types from USPTO. The task is: Predict which catalyst facilitates the given reaction. (1) Reactant: [C:1]([C:3]([CH3:16])([CH3:15])[C:4](=[O:14])[CH:5]([CH3:13])[C:6]([O:8][C:9]([CH3:12])([CH3:11])[CH3:10])=[O:7])#[N:2].[BH4-].[Na+].Cl.C(=O)([O-])O.[Na+]. Product: [C:1]([C:3]([CH3:15])([CH3:16])[CH:4]([OH:14])[CH:5]([CH3:13])[C:6]([O:8][C:9]([CH3:11])([CH3:10])[CH3:12])=[O:7])#[N:2]. The catalyst class is: 5. (2) Reactant: [Cl:1][C:2]1[CH:7]=[CH:6][C:5]([OH:8])=[CH:4][C:3]=1[N+:9]([O-:11])=[O:10].[CH2:12](Br)[C:13]1[CH:18]=[CH:17][CH:16]=[CH:15][CH:14]=1.C([O-])([O-])=O.[K+].[K+]. The catalyst class is: 21. Product: [CH2:12]([O:8][C:5]1[CH:6]=[CH:7][C:2]([Cl:1])=[C:3]([N+:9]([O-:11])=[O:10])[CH:4]=1)[C:13]1[CH:18]=[CH:17][CH:16]=[CH:15][CH:14]=1. (3) Reactant: [CH3:1][O:2][C:3]1[CH:8]=[CH:7][C:6]([NH:9][C:10]2[C:19]3[C:14](=[CH:15][CH:16]=[C:17]([C:20](=[O:23])[NH:21][CH3:22])[CH:18]=3)[N:13]=[CH:12][C:11]=2[C:24]([OH:26])=[O:25])=[CH:5][CH:4]=1.C(N(CC)C(C)C)(C)C.Cl[CH2:37][N:38]([CH3:43])[C:39](=[O:42])[O:40][CH3:41]. Product: [CH3:1][O:2][C:3]1[CH:8]=[CH:7][C:6]([NH:9][C:10]2[C:19]3[C:14](=[CH:15][CH:16]=[C:17]([C:20](=[O:23])[NH:21][CH3:22])[CH:18]=3)[N:13]=[CH:12][C:11]=2[C:24]([O:26][CH2:37][N:38]([C:39]([O:40][CH3:41])=[O:42])[CH3:43])=[O:25])=[CH:5][CH:4]=1. The catalyst class is: 7. (4) Reactant: CC1[N:3]([C:8]2[N:13]=[CH:12][C:11]([C:14]([C:19]3[CH:24]=[CH:23][C:22]([O:25][CH3:26])=[CH:21][CH:20]=3)(O)[CH:15]([CH3:17])[CH3:16])=[CH:10][CH:9]=2)C(C)=CC=1.Cl.[OH-].[Na+]. Product: [CH3:26][O:25][C:22]1[CH:21]=[CH:20][C:19]([C:14]([C:11]2[CH:10]=[CH:9][C:8]([NH2:3])=[N:13][CH:12]=2)=[C:15]([CH3:17])[CH3:16])=[CH:24][CH:23]=1. The catalyst class is: 14. (5) Reactant: [C:1]([CH2:3][C:4]1[CH:5]=[CH:6][C:7]([F:12])=[C:8]([CH:11]=1)[C:9]#[N:10])#[N:2].[Cl:13][C:14]1[N:15]=[N:16][C:17](Cl)=[CH:18][C:19]=1[CH:20]([CH3:22])[CH3:21].[H-].[Na+]. Product: [Cl:13][C:14]1[N:15]=[N:16][C:17]([CH:3]([C:1]#[N:2])[C:4]2[CH:5]=[CH:6][C:7]([F:12])=[C:8]([CH:11]=2)[C:9]#[N:10])=[CH:18][C:19]=1[CH:20]([CH3:22])[CH3:21]. The catalyst class is: 1. (6) Reactant: C(OC([NH:8][C@H:9]1[CH2:14][CH2:13][CH2:12][CH2:11][C@H:10]1[NH:15][C:16]1[CH:17]=[C:18]([NH:25][C:26]2[N:31]=[C:30]([CH3:32])[C:29]([C:33]([OH:35])=[O:34])=[CH:28][CH:27]=2)[C:19]([C:22](=[O:24])[NH2:23])=[N:20][CH:21]=1)=O)(C)(C)C.[C:36]([OH:42])([C:38]([F:41])([F:40])[F:39])=[O:37]. Product: [OH:42][C:36]([C:38]([F:41])([F:40])[F:39])=[O:37].[NH2:8][C@H:9]1[CH2:14][CH2:13][CH2:12][CH2:11][C@H:10]1[NH:15][C:16]1[CH:17]=[C:18]([NH:25][C:26]2[N:31]=[C:30]([CH3:32])[C:29]([C:33]([OH:35])=[O:34])=[CH:28][CH:27]=2)[C:19]([C:22](=[O:24])[NH2:23])=[N:20][CH:21]=1. The catalyst class is: 4. (7) Reactant: Cl[CH2:2][C:3]1[N:4]=[C:5]([C:9]2[O:10][CH:11]=[CH:12][CH:13]=2)[O:6][C:7]=1[CH3:8].[Br:14][C:15]1[CH:16]=[C:17]([CH:20]=[CH:21][C:22]=1[OH:23])[CH:18]=[O:19].C(=O)([O-])[O-].[K+].[K+].CN(C)C=O. Product: [Br:14][C:15]1[CH:16]=[C:17]([CH:20]=[CH:21][C:22]=1[O:23][CH2:2][C:3]1[N:4]=[C:5]([C:9]2[O:10][CH:11]=[CH:12][CH:13]=2)[O:6][C:7]=1[CH3:8])[CH:18]=[O:19]. The catalyst class is: 6. (8) Reactant: [CH3:1][C:2]([CH3:7])([CH2:5][OH:6])[CH2:3][OH:4].N1C=CC=CC=1.[S:14](Cl)(Cl)=[O:15].[O-:18]I(=O)(=O)=O.[Na+]. Product: [CH3:1][C:2]1([CH3:7])[CH2:5][O:6][S:14](=[O:15])(=[O:18])[O:4][CH2:3]1. The catalyst class is: 545.